Dataset: Reaction yield outcomes from USPTO patents with 853,638 reactions. Task: Predict the reaction yield, written as a fraction of the theoretical maximum amount of product (1.0 means a 100% yield; for example, 0.34 means a 34% yield). (1) The reactants are [OH:1][C@@H:2]1[CH2:6][C@H:5]([OH:7])[C@H:4]([CH2:8]/[CH:9]=[CH:10]\[CH2:11][CH2:12][CH2:13][C:14](O)=[O:15])[C@H:3]1[CH:17]=[CH:18][C@H:19]([OH:28])[CH2:20][CH2:21][C:22]1[CH:27]=[CH:26][CH:25]=[CH:24][CH:23]=1.C(N(CC)CC)C.ClC(OCC)=O.[CH2:42]([NH2:44])[CH3:43]. The catalyst is C(Cl)Cl. The product is [CH3:43][CH2:42][NH:44][C:14]([CH2:13][CH2:12][CH2:11]/[CH:10]=[CH:9]\[CH2:8][C@@H:4]1[C@@H:3](/[CH:17]=[CH:18]/[C@@H:19]([OH:28])[CH2:20][CH2:21][C:22]2[CH:27]=[CH:26][CH:25]=[CH:24][CH:23]=2)[C@H:2]([OH:1])[CH2:6][C@@H:5]1[OH:7])=[O:15]. The yield is 0.890. (2) The reactants are [C:1]([NH2:12])(=[O:11])[CH2:2][CH2:3][CH2:4][CH2:5][CH2:6][CH2:7][CH2:8][CH2:9][CH3:10].[CH2:13]([N:15]([CH2:24][CH3:25])[C:16]1[CH:23]=[CH:22][C:19]([CH:20]=O)=[CH:18][CH:17]=1)[CH3:14]. No catalyst specified. The product is [CH2:13]([N:15]([CH2:24][CH3:25])[C:16]1[CH:23]=[CH:22][C:19]([CH:20]([NH:12][C:1](=[O:11])[CH2:2][CH2:3][CH2:4][CH2:5][CH2:6][CH2:7][CH2:8][CH2:9][CH3:10])[NH:12][C:1](=[O:11])[CH2:2][CH2:3][CH2:4][CH2:5][CH2:6][CH2:7][CH2:8][CH2:9][CH3:10])=[CH:18][CH:17]=1)[CH3:14]. The yield is 0.560.